Task: Predict which catalyst facilitates the given reaction.. Dataset: Catalyst prediction with 721,799 reactions and 888 catalyst types from USPTO (1) Reactant: Br[C:2]1[CH:3]=[C:4]([C:16]([NH:18][CH2:19][C:20]2[C:21](=[O:28])[NH:22][C:23]([CH3:27])=[CH:24][C:25]=2[CH3:26])=[O:17])[C:5]2[CH:6]=[N:7][N:8]([CH:11]3[CH2:15][CH2:14][CH2:13][CH2:12]3)[C:9]=2[CH:10]=1.[CH:29]([C:31]1[O:35][C:34](B(O)O)=[CH:33][CH:32]=1)=[O:30].C([O-])([O-])=O.[Cs+].[Cs+]. Product: [CH:11]1([N:8]2[C:9]3[CH:10]=[C:2]([C:34]4[O:35][C:31]([CH:29]=[O:30])=[CH:32][CH:33]=4)[CH:3]=[C:4]([C:16]([NH:18][CH2:19][C:20]4[C:21](=[O:28])[NH:22][C:23]([CH3:27])=[CH:24][C:25]=4[CH3:26])=[O:17])[C:5]=3[CH:6]=[N:7]2)[CH2:15][CH2:14][CH2:13][CH2:12]1. The catalyst class is: 70. (2) Reactant: [Cl:1][C:2]1[CH:3]=[C:4]2[C:8](=[CH:9][CH:10]=1)[N:7](S(C1C=CC=CC=1)(=O)=O)[C:6]([C:20]([O:22]CC)=O)=[C:5]2[S:25]([N:28]1[CH2:33][CH2:32][O:31][C@H:30]([CH2:34][O:35][C:36]2[CH:41]=[CH:40][C:39]([C:42]3[CH:47]=[CH:46][N:45]=[C:44]([CH3:48])[CH:43]=3)=[CH:38][CH:37]=2)[CH2:29]1)(=[O:27])=[O:26].[NH3:49]. Product: [Cl:1][C:2]1[CH:3]=[C:4]2[C:8](=[CH:9][CH:10]=1)[NH:7][C:6]([C:20]([NH2:49])=[O:22])=[C:5]2[S:25]([N:28]1[CH2:33][CH2:32][O:31][C@H:30]([CH2:34][O:35][C:36]2[CH:41]=[CH:40][C:39]([C:42]3[CH:47]=[CH:46][N:45]=[C:44]([CH3:48])[CH:43]=3)=[CH:38][CH:37]=2)[CH2:29]1)(=[O:26])=[O:27]. The catalyst class is: 32. (3) Reactant: C(=O)([O-])[O-].[K+].[K+].[C:7]1([S:13]([N:16]2[C:20]3=[N:21][CH:22]=[C:23]([OH:25])[CH:24]=[C:19]3[CH:18]=[C:17]2[C:26]([C:33]2[CH:38]=[CH:37][C:36]([S:39]([CH3:42])(=[O:41])=[O:40])=[CH:35][CH:34]=2)=[CH:27][CH:28]2[CH2:32][CH2:31][CH2:30][CH2:29]2)(=[O:15])=[O:14])[CH:12]=[CH:11][CH:10]=[CH:9][CH:8]=1.[CH3:43][O:44][CH2:45][CH2:46]Br. Product: [C:7]1([S:13]([N:16]2[C:20]3=[N:21][CH:22]=[C:23]([O:25][CH2:46][CH2:45][O:44][CH3:43])[CH:24]=[C:19]3[CH:18]=[C:17]2[C:26]([C:33]2[CH:34]=[CH:35][C:36]([S:39]([CH3:42])(=[O:40])=[O:41])=[CH:37][CH:38]=2)=[CH:27][CH:28]2[CH2:32][CH2:31][CH2:30][CH2:29]2)(=[O:14])=[O:15])[CH:12]=[CH:11][CH:10]=[CH:9][CH:8]=1. The catalyst class is: 42. (4) Reactant: [F:1][C:2]1[CH:7]=[CH:6][C:5]([N:8]2[C:16]3[C:11](=[CH:12][C:13]([C:17]([CH3:26])([CH3:25])[C:18]([CH3:24])([CH3:23])[C:19]([O:21]C)=[O:20])=[CH:14][CH:15]=3)[CH:10]=[N:9]2)=[CH:4][CH:3]=1.[I-].[Li+].[C-]#N.[Na+]. Product: [F:1][C:2]1[CH:3]=[CH:4][C:5]([N:8]2[C:16]3[C:11](=[CH:12][C:13]([C:17]([CH3:26])([CH3:25])[C:18]([CH3:24])([CH3:23])[C:19]([OH:21])=[O:20])=[CH:14][CH:15]=3)[CH:10]=[N:9]2)=[CH:6][CH:7]=1. The catalyst class is: 17. (5) Reactant: [CH2:1]([O:8][C:9]1[N:14]=[C:13]([O:15][CH3:16])[C:12]([F:17])=[CH:11][CH:10]=1)[C:2]1[CH:7]=[CH:6][CH:5]=[CH:4][CH:3]=1.C1C(=O)N([Br:25])C(=O)C1. Product: [CH2:1]([O:8][C:9]1[N:14]=[C:13]([O:15][CH3:16])[C:12]([F:17])=[CH:11][C:10]=1[Br:25])[C:2]1[CH:3]=[CH:4][CH:5]=[CH:6][CH:7]=1. The catalyst class is: 3.